From a dataset of Forward reaction prediction with 1.9M reactions from USPTO patents (1976-2016). Predict the product of the given reaction. (1) Given the reactants Br[C:2]1[CH:3]=[CH:4][C:5]2[NH:11][C:10](=[O:12])[CH2:9][O:8][C:7]([CH3:14])([CH3:13])[C:6]=2[CH:15]=1.[F:16][C:17]1[CH:18]=[C:19](B(O)O)[CH:20]=[C:21]([F:23])[CH:22]=1, predict the reaction product. The product is: [F:16][C:17]1[CH:18]=[C:19]([C:2]2[CH:3]=[CH:4][C:5]3[NH:11][C:10](=[O:12])[CH2:9][O:8][C:7]([CH3:14])([CH3:13])[C:6]=3[CH:15]=2)[CH:20]=[C:21]([F:23])[CH:22]=1. (2) Given the reactants [Cl:1][C:2]1[CH:7]=[CH:6][C:5]([N:8]2[C:12](=[O:13])[NH:11][N:10]=[C:9]2[C:14]2[N:18]3[CH:19]=[CH:20][CH:21]=[CH:22][C:17]3=[N:16][C:15]=2[C:23]2[CH:28]=[C:27]([Cl:29])[CH:26]=[CH:25][C:24]=2[Cl:30])=[CH:4][CH:3]=1.[H-].[Na+].[CH3:33]I, predict the reaction product. The product is: [Cl:1][C:2]1[CH:3]=[CH:4][C:5]([N:8]2[C:12]([O:13][CH3:33])=[N:11][N:10]=[C:9]2[C:14]2[N:18]3[CH:19]=[CH:20][CH:21]=[CH:22][C:17]3=[N:16][C:15]=2[C:23]2[CH:28]=[C:27]([Cl:29])[CH:26]=[CH:25][C:24]=2[Cl:30])=[CH:6][CH:7]=1. (3) Given the reactants CO[C:3]([CH2:5][CH2:6][C@H:7]([NH2:11])[C:8]([OH:10])=[O:9])=[O:4].C(C1CCCC1=O)(=O)C.[CH2:21]([N:23](CC)CC)[CH3:22].C(N)C, predict the reaction product. The product is: [NH2:11][C@H:7]([C:8]([OH:10])=[O:9])[CH2:6][CH2:5][C:3]([NH:23][CH2:21][CH3:22])=[O:4]. (4) The product is: [OH:25][CH2:24][CH2:23][C:21]1[N:22]=[C:18](/[CH:10]=[CH:11]/[C:12]2[CH:17]=[CH:16][CH:15]=[CH:14][CH:13]=2)[O:19][CH:20]=1. Given the reactants C12BC(CCC1)CCC2.[CH:10](/[C:18]1[O:19][CH:20]=[C:21]([CH:23]=[CH2:24])[N:22]=1)=[CH:11]\[C:12]1[CH:17]=[CH:16][CH:15]=[CH:14][CH:13]=1.[OH-:25].[Na+].OO, predict the reaction product. (5) Given the reactants [N:1]1([C:7]2[N:12]=[CH:11][C:10]([N:13]([CH2:23][CH:24]3[CH2:29][CH2:28][N:27](CC4C=CC(C(F)(F)F)=CC=4)[CH2:26][CH2:25]3)[C:14](=[O:22])[CH2:15][CH:16]3[CH2:21][CH2:20][O:19][CH2:18][CH2:17]3)=[CH:9][CH:8]=2)[CH2:6][CH2:5][O:4][CH2:3][CH2:2]1.[C:49](O[C:49]([O:51][C:52]([CH3:55])([CH3:54])[CH3:53])=[O:50])([O:51][C:52]([CH3:55])([CH3:54])[CH3:53])=[O:50], predict the reaction product. The product is: [N:1]1([C:7]2[N:12]=[CH:11][C:10]([N:13]([CH2:23][CH:24]3[CH2:25][CH2:26][N:27]([C:49]([O:51][C:52]([CH3:53])([CH3:54])[CH3:55])=[O:50])[CH2:28][CH2:29]3)[C:14](=[O:22])[CH2:15][CH:16]3[CH2:21][CH2:20][O:19][CH2:18][CH2:17]3)=[CH:9][CH:8]=2)[CH2:2][CH2:3][O:4][CH2:5][CH2:6]1. (6) The product is: [CH3:10][CH:8]([S:5]([NH:4][CH2:3][CH:2]([C:11]1[CH:12]=[CH:13][C:14]([CH2:17][CH2:18][NH:19][S:33]([CH:30]([CH3:32])[CH3:31])(=[O:35])=[O:34])=[CH:15][CH:16]=1)[CH3:1])(=[O:6])=[O:7])[CH3:9]. Given the reactants [CH3:1][CH:2]([C:11]1[CH:16]=[CH:15][C:14]([CH2:17][CH2:18][NH:19]C(OCC2C=CC=CC=2)=O)=[CH:13][CH:12]=1)[CH2:3][NH:4][S:5]([CH:8]([CH3:10])[CH3:9])(=[O:7])=[O:6].[CH:30]([S:33](Cl)(=[O:35])=[O:34])([CH3:32])[CH3:31].C1CCN2C(=NCCC2)CC1, predict the reaction product. (7) Given the reactants [NH:1]1[CH2:6][CH2:5][NH:4][CH2:3][CH2:2]1.Cl[C:8]1[CH:13]=[C:12]([CH2:14][OH:15])[CH:11]=[CH:10][N:9]=1, predict the reaction product. The product is: [N:1]1([C:8]2[CH:13]=[C:12]([CH2:14][OH:15])[CH:11]=[CH:10][N:9]=2)[CH2:6][CH2:5][NH:4][CH2:3][CH2:2]1.